From a dataset of Full USPTO retrosynthesis dataset with 1.9M reactions from patents (1976-2016). Predict the reactants needed to synthesize the given product. (1) Given the product [O:23]1[CH2:24][CH2:25][CH:20]([CH2:19][O:18][C:5]2[C:4]3[C:9](=[CH:10][CH:11]=[C:2]([C:30]#[C:29][C:27]([OH:31])([CH3:28])[CH3:26])[CH:3]=3)[NH:8][C:7](=[O:12])[C:6]=2[C:13]2[S:14][CH:15]=[CH:16][CH:17]=2)[CH2:21][CH2:22]1, predict the reactants needed to synthesize it. The reactants are: Br[C:2]1[CH:3]=[C:4]2[C:9](=[CH:10][CH:11]=1)[NH:8][C:7](=[O:12])[C:6]([C:13]1[S:14][CH:15]=[CH:16][CH:17]=1)=[C:5]2[O:18][CH2:19][CH:20]1[CH2:25][CH2:24][O:23][CH2:22][CH2:21]1.[CH3:26][C:27]([OH:31])([C:29]#[CH:30])[CH3:28].C(N(C(C)C)CC)(C)C. (2) Given the product [CH3:23][O:24][CH2:25][CH:26]1[CH2:31][CH2:30][N:29]([C:20](=[O:21])/[CH:19]=[CH:18]/[C:9]2[CH:10]=[CH:11][C:12]([C:14]([F:16])([F:17])[F:15])=[CH:13][C:8]=2[CH2:7][N:5]2[N:4]=[N:3][C:2]([CH3:1])=[N:6]2)[CH2:28][CH2:27]1, predict the reactants needed to synthesize it. The reactants are: [CH3:1][C:2]1[N:3]=[N:4][N:5]([CH2:7][C:8]2[CH:13]=[C:12]([C:14]([F:17])([F:16])[F:15])[CH:11]=[CH:10][C:9]=2/[CH:18]=[CH:19]/[C:20](O)=[O:21])[N:6]=1.[CH3:23][O:24][CH2:25][CH:26]1[CH2:31][CH2:30][NH:29][CH2:28][CH2:27]1. (3) Given the product [CH3:1][C:2]1[CH:10]=[C:9]2[C:5]([CH2:6][C:7](=[N:19][OH:20])[C:8]2=[O:11])=[CH:4][CH:3]=1, predict the reactants needed to synthesize it. The reactants are: [CH3:1][C:2]1[CH:10]=[C:9]2[C:5]([CH2:6][CH2:7][C:8]2=[O:11])=[CH:4][CH:3]=1.Cl.O1CCOCC1.[N:19](OCCC(C)C)=[O:20]. (4) Given the product [Cl:11][C:8]1[C:7]2[CH:12]=[CH:13][N:14]([CH3:15])[C:6]=2[C:5]([C:3]([OH:4])=[O:2])=[CH:10][N:9]=1, predict the reactants needed to synthesize it. The reactants are: C[O:2][C:3]([C:5]1[C:6]2[N:14]([CH3:15])[CH:13]=[CH:12][C:7]=2[C:8]([Cl:11])=[N:9][CH:10]=1)=[O:4].[OH-].[Na+]. (5) Given the product [CH2:31]([O:23][C:22](=[O:24])[C:21]1[CH:25]=[CH:26][C:18]([NH:17][C:15](=[O:16])[C:14]2[CH:27]=[CH:28][CH:29]=[C:12]([NH:11][S:8]([C:3]3[CH:4]=[CH:5][CH:6]=[CH:7][C:2]=3[F:1])(=[O:9])=[O:10])[CH:13]=2)=[CH:19][CH:20]=1)[CH3:32], predict the reactants needed to synthesize it. The reactants are: [F:1][C:2]1[CH:7]=[CH:6][CH:5]=[CH:4][C:3]=1[S:8]([NH:11][C:12]1[CH:13]=[C:14]([CH:27]=[CH:28][CH:29]=1)[C:15]([NH:17][C:18]1[CH:26]=[CH:25][C:21]([C:22]([OH:24])=[O:23])=[CH:20][CH:19]=1)=[O:16])(=[O:10])=[O:9].F[C:31]1C=CC=C[C:32]=1S(Cl)(=O)=O.